From a dataset of Catalyst prediction with 721,799 reactions and 888 catalyst types from USPTO. Predict which catalyst facilitates the given reaction. Reactant: [CH2:1]([C:8]1[CH:17]=[C:12]([C:13]([O:15]C)=[O:14])[C:11]([NH2:18])=[CH:10][CH:9]=1)[C:2]1[CH:7]=[CH:6][CH:5]=[CH:4][CH:3]=1.[C:19](Cl)(=[O:22])[CH2:20][CH3:21].C(=O)(O)[O-].[Na+]. Product: [CH2:1]([C:8]1[CH:9]=[CH:10][C:11]([NH:18][C:19](=[O:22])[CH2:20][CH3:21])=[C:12]([CH:17]=1)[C:13]([OH:15])=[O:14])[C:2]1[CH:7]=[CH:6][CH:5]=[CH:4][CH:3]=1. The catalyst class is: 22.